This data is from Retrosynthesis with 50K atom-mapped reactions and 10 reaction types from USPTO. The task is: Predict the reactants needed to synthesize the given product. (1) Given the product O=C(NC(Cc1cc(=O)[nH]c2ccccc12)C(=O)OCCCCCCN1CCOCC1)c1ccc(Cl)cc1, predict the reactants needed to synthesize it. The reactants are: BrCCCCCCN1CCOCC1.O=C(NC(Cc1cc(=O)[nH]c2ccccc12)C(=O)O)c1ccc(Cl)cc1. (2) Given the product COC(=O)CP(C)(=O)OCc1ccccc1, predict the reactants needed to synthesize it. The reactants are: C=[N+]=[N-].CP(=O)(CC(=O)O)OCc1ccccc1. (3) Given the product CON(C)C(=O)c1ccc(Br)c(C)c1, predict the reactants needed to synthesize it. The reactants are: CNOC.Cc1cc(C(=O)O)ccc1Br. (4) Given the product CCOC(=O)c1ccc(S(=O)(=O)N(Cc2ccc3c(cnn3CC)c2)c2ncc(C(F)(F)F)cc2Cl)c(Cl)c1, predict the reactants needed to synthesize it. The reactants are: CCOC(=O)c1ccc(S(=O)(=O)NCc2ccc3c(cnn3CC)c2)c(Cl)c1.FC(F)(F)c1cnc(Cl)c(Cl)c1.